Dataset: Catalyst prediction with 721,799 reactions and 888 catalyst types from USPTO. Task: Predict which catalyst facilitates the given reaction. Reactant: Cl[CH:2]([C:8]([CH3:10])=O)[C:3]([O:5][CH2:6][CH3:7])=[O:4].[NH2:11][C:12]([NH2:14])=[O:13]. Product: [NH2:14][C:12]1[O:13][C:2]([C:3]([O:5][CH2:6][CH3:7])=[O:4])=[C:8]([CH3:10])[N:11]=1. The catalyst class is: 5.